This data is from Forward reaction prediction with 1.9M reactions from USPTO patents (1976-2016). The task is: Predict the product of the given reaction. (1) Given the reactants [CH3:1][C:2]1[N:3]([CH2:11][C:12]([O:14][CH3:15])=[O:13])[C:4]2[C:9]([CH:10]=1)=[CH:8][CH:7]=[CH:6][CH:5]=2.[CH2:16]([N:23]1[C:28](=[O:29])[CH:27]=[CH:26][C:25]([CH:30]=O)=[N:24]1)[C:17]1[CH:22]=[CH:21][CH:20]=[CH:19][CH:18]=1.C([SiH](CC)CC)C.FC(F)(F)C(O)=O, predict the reaction product. The product is: [CH2:16]([N:23]1[C:28](=[O:29])[CH:27]=[CH:26][C:25]([CH2:30][C:10]2[C:9]3[C:4](=[CH:5][CH:6]=[CH:7][CH:8]=3)[N:3]([CH2:11][C:12]([O:14][CH3:15])=[O:13])[C:2]=2[CH3:1])=[N:24]1)[C:17]1[CH:18]=[CH:19][CH:20]=[CH:21][CH:22]=1. (2) Given the reactants [NH2:1][C:2]1[N:7]=[C:6]([N:8]([CH3:15])[C:9]2[CH:14]=[CH:13][CH:12]=[CH:11][CH:10]=2)[N:5]=[C:4]([C:16]2[N:20]=[C:19]([C:21]3[CH:22]=[CH:23][C:24]([CH2:27][OH:28])=[N:25][CH:26]=3)[O:18][N:17]=2)[N:3]=1.[F:29][C:30]([F:41])([F:40])[CH2:31]OS(C(F)(F)F)(=O)=O.[H-].[Na+], predict the reaction product. The product is: [CH3:15][N:8]([C:9]1[CH:10]=[CH:11][CH:12]=[CH:13][CH:14]=1)[C:6]1[N:7]=[C:2]([NH2:1])[N:3]=[C:4]([C:16]2[N:20]=[C:19]([C:21]3[CH:26]=[N:25][C:24]([CH2:27][O:28][CH2:31][C:30]([F:41])([F:40])[F:29])=[CH:23][CH:22]=3)[O:18][N:17]=2)[N:5]=1. (3) Given the reactants [OH:1][N:2]=[C:3](Cl)[C:4]1[CH:9]=[CH:8][CH:7]=[N:6][CH:5]=1.[C:11]([C:13]1[CH:14]=[C:15]([CH:17]=[CH:18][CH:19]=1)[NH2:16])#[CH:12].N, predict the reaction product. The product is: [NH2:16][C:15]1[CH:14]=[C:13]([C:11]2[O:1][N:2]=[C:3]([C:4]3[CH:5]=[N:6][CH:7]=[CH:8][CH:9]=3)[CH:12]=2)[CH:19]=[CH:18][CH:17]=1. (4) Given the reactants [N:1]1[C:10]2[C:5](=[CH:6][CH:7]=[CH:8][CH:9]=2)[C:4]([N:11]([CH2:25][CH2:26][N:27]([CH3:29])[CH3:28])[C:12](=[O:24])C2C(OC)=C(OC)C=CC=2I)=[CH:3]C=1.C(Cl)(=O)C(Cl)=O.[CH3:36][O:37][C:38]1[CH:39]=[C:40]([C:44](I)=[CH:45][C:46]=1[O:47][CH3:48])C(O)=O.C([N:52](CC)CC)C, predict the reaction product. The product is: [CH3:28][N:27]([CH3:29])[CH2:26][CH2:25][N:11]1[C:12](=[O:24])[C:40]2[CH2:39][CH:38]([O:37][CH3:36])[C:46]([O:47][CH3:48])=[CH:45][C:44]=2[C:3]2[C:4]1=[C:5]1[C:10](=[N:1][N:52]=2)[CH:9]=[CH:8][CH:7]=[CH:6]1.